From a dataset of NCI-60 drug combinations with 297,098 pairs across 59 cell lines. Regression. Given two drug SMILES strings and cell line genomic features, predict the synergy score measuring deviation from expected non-interaction effect. (1) Drug 1: C1=C(C(=O)NC(=O)N1)N(CCCl)CCCl. Drug 2: CCC1=C2CN3C(=CC4=C(C3=O)COC(=O)C4(CC)O)C2=NC5=C1C=C(C=C5)O. Cell line: OVCAR3. Synergy scores: CSS=43.7, Synergy_ZIP=-5.67, Synergy_Bliss=-4.05, Synergy_Loewe=-9.97, Synergy_HSA=1.28. (2) Drug 1: CC12CCC3C(C1CCC2=O)CC(=C)C4=CC(=O)C=CC34C. Drug 2: COC1=C2C(=CC3=C1OC=C3)C=CC(=O)O2. Cell line: NCI-H460. Synergy scores: CSS=17.0, Synergy_ZIP=7.62, Synergy_Bliss=1.99, Synergy_Loewe=-6.32, Synergy_HSA=1.12.